This data is from Forward reaction prediction with 1.9M reactions from USPTO patents (1976-2016). The task is: Predict the product of the given reaction. (1) Given the reactants C(SC1C=C2C(C(C3C=CC=CC=3OC)=NNC2=O)=CC=1)C1C=CC=CC=1.ClN1C(C)(C)C(=O)N(Cl)C1=O.S(Cl)(Cl)(=O)=O.[Cl:44][C:45]1[CH:46]=[CH:47][C:48]([O:66][CH3:67])=[C:49]([C:51]2[C:60]3[C:55](=[CH:56][C:57]([S:61](Cl)(=[O:63])=[O:62])=[CH:58][CH:59]=3)[C:54](=[O:65])[NH:53][N:52]=2)[CH:50]=1.[F:68][C:69]1[C:74]([F:75])=[C:73]([F:76])[C:72]([F:77])=[C:71]([F:78])[C:70]=1[OH:79].C(N(CC)CC)C, predict the reaction product. The product is: [Cl:44][C:45]1[CH:46]=[CH:47][C:48]([O:66][CH3:67])=[C:49]([C:51]2[C:60]3[C:55](=[CH:56][C:57]([S:61]([O:79][C:70]4[C:71]([F:78])=[C:72]([F:77])[C:73]([F:76])=[C:74]([F:75])[C:69]=4[F:68])(=[O:63])=[O:62])=[CH:58][CH:59]=3)[C:54](=[O:65])[NH:53][N:52]=2)[CH:50]=1. (2) Given the reactants [C:1]([C:3]1[CH:8]=[CH:7][C:6]([C:9]2[CH:10]=[N:11][N:12]([C:15]3[CH:23]=[CH:22][C:18]([C:19](O)=[O:20])=[CH:17][N:16]=3)[C:13]=2[OH:14])=[CH:5][CH:4]=1)#[N:2].CN(C(ON1N=N[C:34]2[CH:35]=[CH:36][CH:37]=[N:38][C:33]1=2)=[N+](C)C)C.F[P-](F)(F)(F)(F)F.C(N(CC)CC)C.C1(CN)CCC1, predict the reaction product. The product is: [C:1]([C:3]1[CH:8]=[CH:7][C:6]([C:9]2[CH:10]=[N:11][N:12]([C:15]3[CH:23]=[CH:22][C:18]([C:19]([NH:38][CH2:37][CH:36]4[CH2:35][CH2:34][CH2:33]4)=[O:20])=[CH:17][N:16]=3)[C:13]=2[OH:14])=[CH:5][CH:4]=1)#[N:2]. (3) Given the reactants [Cl:1][C:2]1[CH:3]=[C:4]([CH:22]=[CH:23][CH:24]=1)[C:5]([NH:7][CH2:8][C:9]1[CH:14]=[CH:13][C:12]([C:15]#[N:16])=[CH:11][C:10]=1[NH:17][CH2:18][C:19]([OH:21])=O)=[O:6].[NH2:25][C:26]1[CH:30]=[CH:29][O:28][N:27]=1, predict the reaction product. The product is: [Cl:1][C:2]1[CH:3]=[C:4]([CH:22]=[CH:23][CH:24]=1)[C:5]([NH:7][CH2:8][C:9]1[CH:14]=[CH:13][C:12]([C:15]#[N:16])=[CH:11][C:10]=1[NH:17][CH2:18][C:19](=[O:21])[NH:25][C:26]1[CH:30]=[CH:29][O:28][N:27]=1)=[O:6].